This data is from Peptide-MHC class II binding affinity with 134,281 pairs from IEDB. The task is: Regression. Given a peptide amino acid sequence and an MHC pseudo amino acid sequence, predict their binding affinity value. This is MHC class II binding data. The peptide sequence is KISVQYNLSHSYAVD. The MHC is H-2-IAb with pseudo-sequence H-2-IAb. The binding affinity (normalized) is 0.637.